This data is from SARS-CoV-2 main protease (3CLPro) crystallographic fragment screen with 879 compounds. The task is: Binary Classification. Given a drug SMILES string, predict its activity (active/inactive) in a high-throughput screening assay against a specified biological target. (1) The molecule is CC1(S(=O)(=O)N2CCC=C(F)C2)CC1. The result is 0 (inactive). (2) The result is 0 (inactive). The molecule is COCC(=O)NCc1ccccc1. (3) The drug is CC(CO)(CO)NC(=O)Nc1ccccc1. The result is 0 (inactive). (4) The compound is COC(=O)c1c(NC(=O)CCl)sc(C)c1C. The result is 0 (inactive). (5) The molecule is CN(c1ccc(C(N)=O)nn1)C1CCC1. The result is 0 (inactive). (6) The molecule is CCc1nnc(NC(=O)C(F)(F)F)s1. The result is 0 (inactive). (7) The molecule is COc1ccc(NC(=O)CN)cc1. The result is 0 (inactive).